This data is from Peptide-MHC class II binding affinity with 134,281 pairs from IEDB. The task is: Regression. Given a peptide amino acid sequence and an MHC pseudo amino acid sequence, predict their binding affinity value. This is MHC class II binding data. (1) The MHC is DRB1_0901 with pseudo-sequence DRB1_0901. The peptide sequence is LRGLLSTFIAALMGA. The binding affinity (normalized) is 0.518. (2) The peptide sequence is FIGYGKATLECQVQTKK. The MHC is DRB1_1101 with pseudo-sequence DRB1_1101. The binding affinity (normalized) is 0.587. (3) The peptide sequence is THFTTWTSIPTLAAQ. The MHC is DRB1_0101 with pseudo-sequence DRB1_0101. The binding affinity (normalized) is 0.833. (4) The peptide sequence is LFKEKEVKKEIKDPL. The MHC is DRB1_0802 with pseudo-sequence DRB1_0802. The binding affinity (normalized) is 0.